Dataset: Forward reaction prediction with 1.9M reactions from USPTO patents (1976-2016). Task: Predict the product of the given reaction. (1) Given the reactants [Br:1][C:2]1[CH:7]=[CH:6][C:5]([O:8][CH3:9])=[C:4]([NH2:10])[C:3]=1[NH2:11].C(Cl)CCl.[CH:16]([C:19]1[CH:27]=[CH:26][C:22]([C:23](O)=[O:24])=[CH:21][CH:20]=1)([CH3:18])[CH3:17], predict the reaction product. The product is: [NH2:11][C:3]1[C:2]([Br:1])=[CH:7][CH:6]=[C:5]([O:8][CH3:9])[C:4]=1[NH:10][C:23](=[O:24])[C:22]1[CH:26]=[CH:27][C:19]([CH:16]([CH3:17])[CH3:18])=[CH:20][CH:21]=1. (2) Given the reactants Cl.Cl.[NH2:3][C@H:4]([CH3:12])[CH2:5][CH2:6][NH:7][CH2:8][CH:9]([CH3:11])[CH3:10].CO.C(=O)([O-])[O-], predict the reaction product. The product is: [NH2:3][C@H:4]([CH3:12])[CH2:5][CH2:6][NH:7][CH2:8][CH:9]([CH3:11])[CH3:10]. (3) The product is: [C:33]([NH:37][C:38](=[O:49])[O:39][CH:40]1[CH2:47][CH:46]2[CH:42]([CH2:43][CH:6]([NH:7][CH2:8][C:9]([N:11]3[CH2:15][CH2:14][CH2:13][CH:12]3[C:16]#[N:17])=[O:10])[CH2:45]2)[CH2:41]1)([CH3:34])([CH3:36])[CH3:35]. Given the reactants C(O[C:6](=O)[NH:7][CH2:8][C:9]([N:11]1[CH2:15][CH2:14][CH2:13][CH:12]1[C:16]#[N:17])=[O:10])(C)(C)C.FC(F)(F)C(O)=O.C(N(CC)CC)C.[C:33]([NH:37][C:38](=[O:49])[O:39][CH:40]1[CH2:47][CH:46]2[CH:42]([CH2:43]C(=O)[CH2:45]2)[CH2:41]1)([CH3:36])([CH3:35])[CH3:34].C(O[BH-](OC(=O)C)OC(=O)C)(=O)C.[Na+], predict the reaction product. (4) Given the reactants [OH:1][CH:2]1[CH2:7][C:6]([N+:14]([O-:16])=[O:15])([C:8]2[CH:13]=[CH:12][CH:11]=[CH:10][CH:9]=2)[CH2:5][N:4]([CH3:17])[C:3]1=[O:18].[H-].[Na+].I[CH3:22].O, predict the reaction product. The product is: [CH3:22][O:1][CH:2]1[CH2:7][C:6]([N+:14]([O-:16])=[O:15])([C:8]2[CH:13]=[CH:12][CH:11]=[CH:10][CH:9]=2)[CH2:5][N:4]([CH3:17])[C:3]1=[O:18]. (5) Given the reactants [H-].C([Al+]CC(C)C)C(C)C.[CH3:11][C:12]1([C:18](OC)=[O:19])[CH2:17][CH2:16][O:15][CH2:14][CH2:13]1, predict the reaction product. The product is: [CH3:11][C:12]1([CH2:18][OH:19])[CH2:17][CH2:16][O:15][CH2:14][CH2:13]1. (6) Given the reactants COC([C:5]1([NH2:10])[NH:9][CH:8]=[CH:7][S:6]1)=O.Cl[CH2:12][CH2:13][N:14]([CH2:27][CH2:28]Cl)[C:15](=[O:26])[C:16]1[CH:21]=[CH:20][CH:19]=[CH:18][C:17]=1[C:22]([F:25])([F:24])[F:23].[C:30]([O-:33])([O-])=[O:31].[K+].[K+].[Na+].[I-].[CH3:38]OCCOC, predict the reaction product. The product is: [CH3:38][O:33][C:30]([C:7]1[S:6][C:5]([N:10]2[CH2:28][CH2:27][N:14]([C:15](=[O:26])[C:16]3[CH:21]=[CH:20][CH:19]=[CH:18][C:17]=3[C:22]([F:25])([F:24])[F:23])[CH2:13][CH2:12]2)=[N:9][CH:8]=1)=[O:31]. (7) Given the reactants [Br:1][C:2]1[CH:3]=[C:4]2[C:9](=[CH:10][CH:11]=1)[N:8]=[N:7][CH:6]=[C:5]2[OH:12].[N+:13]([O-])([OH:15])=[O:14], predict the reaction product. The product is: [Br:1][C:2]1[CH:3]=[C:4]2[C:9](=[CH:10][CH:11]=1)[N:8]=[N:7][C:6]([N+:13]([O-:15])=[O:14])=[C:5]2[OH:12]. (8) Given the reactants [NH2:1][C:2]1[CH:7]=[CH:6][C:5]([CH2:8][CH2:9][C:10]2[N:11]=[C:12]([NH:15][C:16](=[O:18])[CH3:17])[S:13][CH:14]=2)=[CH:4][CH:3]=1.Br[CH2:20][CH2:21][NH:22][C:23](=[O:29])[O:24][C:25]([CH3:28])([CH3:27])[CH3:26].C(N(CC)C(C)C)(C)C.O, predict the reaction product. The product is: [C:16]([NH:15][C:12]1[S:13][CH:14]=[C:10]([CH2:9][CH2:8][C:5]2[CH:6]=[CH:7][C:2]([NH:1][CH2:20][CH2:21][NH:22][C:23](=[O:29])[O:24][C:25]([CH3:28])([CH3:27])[CH3:26])=[CH:3][CH:4]=2)[N:11]=1)(=[O:18])[CH3:17]. (9) Given the reactants [CH:1]1([C:4]2[CH:5]=[C:6]([NH2:9])[NH:7][N:8]=2)[CH2:3][CH2:2]1.C([O:12][C:13](=O)[CH2:14][C:15]([C:17]1[CH:22]=[CH:21][CH:20]=[CH:19][C:18]=1[F:23])=O)C, predict the reaction product. The product is: [CH:1]1([C:4]2[CH:5]=[C:6]3[NH:9][C:15]([C:17]4[CH:22]=[CH:21][CH:20]=[CH:19][C:18]=4[F:23])=[CH:14][C:13](=[O:12])[N:7]3[N:8]=2)[CH2:3][CH2:2]1. (10) Given the reactants Br[C:2]1[CH:39]=[CH:38][C:5]([CH2:6][N:7]2[C:11]3[CH:12]=[CH:13][C:14]([O:16][CH2:17][C:18]4[CH:27]=[CH:26][C:25]5[C:20](=[CH:21][CH:22]=[CH:23][CH:24]=5)[N:19]=4)=[CH:15][C:10]=3[N:9]=[C:8]2[C@@H:28]2[C@H:30]([C:31]([O:33]CC)=[O:32])[C:29]2([CH3:37])[CH3:36])=[CH:4][CH:3]=1.[S:40]1[CH:44]=[C:43](B2OC(C)(C)C(C)(C)O2)[N:42]=[CH:41]1, predict the reaction product. The product is: [CH3:36][C:29]1([CH3:37])[C@H:28]([C:8]2[N:7]([CH2:6][C:5]3[CH:38]=[CH:39][C:2]([C:43]4[N:42]=[CH:41][S:40][CH:44]=4)=[CH:3][CH:4]=3)[C:11]3[CH:12]=[CH:13][C:14]([O:16][CH2:17][C:18]4[CH:27]=[CH:26][C:25]5[C:20](=[CH:21][CH:22]=[CH:23][CH:24]=5)[N:19]=4)=[CH:15][C:10]=3[N:9]=2)[C@@H:30]1[C:31]([OH:33])=[O:32].